This data is from Reaction yield outcomes from USPTO patents with 853,638 reactions. The task is: Predict the reaction yield, written as a fraction of the theoretical maximum amount of product (1.0 means a 100% yield; for example, 0.34 means a 34% yield). (1) The yield is 0.820. The catalyst is C1COCC1. The reactants are [Br:1][C:2]1[CH:7]=[CH:6][C:5]([S:8](Cl)(=[O:10])=[O:9])=[C:4]([O:12][CH3:13])[CH:3]=1.BrC1C=C(OC)C=CC=1S(Cl)(=O)=O.CCN(CC)CC.[C:34]([NH2:38])([CH3:37])([CH3:36])[CH3:35]. The product is [Br:1][C:2]1[CH:7]=[CH:6][C:5]([S:8]([NH:38][C:34]([CH3:37])([CH3:36])[CH3:35])(=[O:10])=[O:9])=[C:4]([O:12][CH3:13])[CH:3]=1. (2) The reactants are [Cl:1][C:2]1[CH:3]=[C:4]([N:9]2[C@H:16]3[C@H:11]([CH2:12][CH2:13][NH:14][CH2:15]3)[CH2:10]2)[CH:5]=[N:6][C:7]=1[Cl:8].O.[CH3:18][C:19]1[CH:24]=[CH:23][C:22]([S:25]([OH:28])(=[O:27])=[O:26])=[CH:21][CH:20]=1. No catalyst specified. The product is [CH3:18][C:19]1[CH:20]=[CH:21][C:22]([S:25]([OH:28])(=[O:27])=[O:26])=[CH:23][CH:24]=1.[Cl:1][C:2]1[CH:3]=[C:4]([N:9]2[C@H:16]3[C@H:11]([CH2:12][CH2:13][NH:14][CH2:15]3)[CH2:10]2)[CH:5]=[N:6][C:7]=1[Cl:8]. The yield is 0.770. (3) The reactants are [Cl:1][C:2]1[N:7]=[C:6]([C:8]([OH:10])=O)[C:5]([CH3:11])=[CH:4][CH:3]=1.[NH2:12][CH2:13][CH:14]1[CH2:16][CH2:15]1.CCN=C=NCCCN(C)C.Cl. The catalyst is C(Cl)Cl. The product is [Cl:1][C:2]1[N:7]=[C:6]([C:8]([NH:12][CH2:13][CH:14]2[CH2:16][CH2:15]2)=[O:10])[C:5]([CH3:11])=[CH:4][CH:3]=1. The yield is 0.280. (4) The reactants are [CH2:1]([C:5]1[CH:10]=[CH:9][C:8]([C:11]2[CH:15]=[C:14]([C:16]3[CH:17]=[C:18]([CH2:21][N:22]4[CH2:25][CH:24]([C:26]([O:28]CC)=[O:27])[CH2:23]4)[S:19][CH:20]=3)[O:13][N:12]=2)=[CH:7][CH:6]=1)[CH:2]([CH3:4])[CH3:3].[OH-].[Na+].CO.C(O)(=O)C. The catalyst is O1CCOCC1.O. The product is [CH2:1]([C:5]1[CH:10]=[CH:9][C:8]([C:11]2[CH:15]=[C:14]([C:16]3[CH:17]=[C:18]([CH2:21][N:22]4[CH2:25][CH:24]([C:26]([OH:28])=[O:27])[CH2:23]4)[S:19][CH:20]=3)[O:13][N:12]=2)=[CH:7][CH:6]=1)[CH:2]([CH3:4])[CH3:3]. The yield is 0.780.